From a dataset of Forward reaction prediction with 1.9M reactions from USPTO patents (1976-2016). Predict the product of the given reaction. (1) The product is: [CH2:1]([O:3][C:4]1[CH:25]=[CH:24][CH:23]=[CH:22][C:5]=1[O:6][C@@H:7]1[CH2:12][CH2:11][CH2:10][N:9]([C:13]2[N:18]=[CH:17][C:16]([C:19]([NH:26][CH2:27][C:28]3[C:29]([CH3:39])=[N:30][CH:31]=[C:32]([CH:38]=3)[C:33]([OH:35])=[O:34])=[O:20])=[CH:15][N:14]=2)[CH2:8]1)[CH3:2]. Given the reactants [CH2:1]([O:3][C:4]1[CH:25]=[CH:24][CH:23]=[CH:22][C:5]=1[O:6][C@@H:7]1[CH2:12][CH2:11][CH2:10][N:9]([C:13]2[N:18]=[CH:17][C:16]([C:19](O)=[O:20])=[CH:15][N:14]=2)[CH2:8]1)[CH3:2].[NH2:26][CH2:27][C:28]1[C:29]([CH3:39])=[N:30][CH:31]=[C:32]([CH:38]=1)[C:33]([O:35]CC)=[O:34].CCN=C=NCCCN(C)C.[Li+].[OH-], predict the reaction product. (2) Given the reactants [CH2:1]([O:3][C:4](=[O:11])[CH2:5][C:6]([CH:8]1[CH2:10][CH2:9]1)=[O:7])[CH3:2].[N:12]1[CH:17]=[C:16]([C:18](Cl)=[O:19])[CH:15]=[N:14][CH:13]=1, predict the reaction product. The product is: [CH2:1]([O:3][C:4](=[O:11])[CH:5]([C:6]([CH:8]1[CH2:10][CH2:9]1)=[O:7])[C:18](=[O:19])[C:16]1[CH:17]=[N:12][CH:13]=[N:14][CH:15]=1)[CH3:2]. (3) Given the reactants [N:1]1([CH:8]2[CH2:13][CH2:12][NH:11][CH2:10][CH2:9]2)[CH2:6][CH2:5][CH2:4][CH2:3][C:2]1=[O:7].[CH3:14][O:15][C:16]([C:18]1[C:27]2[C:22](=[CH:23][CH:24]=[CH:25][CH:26]=2)[N:21]=[C:20]([C:28]2[CH:33]=[CH:32][CH:31]=[CH:30][CH:29]=2)[C:19]=1[CH2:34]Br)=[O:17].[F-].[K+].CCN(C(C)C)C(C)C, predict the reaction product. The product is: [CH3:14][O:15][C:16]([C:18]1[C:27]2[C:22](=[CH:23][CH:24]=[CH:25][CH:26]=2)[N:21]=[C:20]([C:28]2[CH:33]=[CH:32][CH:31]=[CH:30][CH:29]=2)[C:19]=1[CH2:34][N:11]1[CH2:12][CH2:13][CH:8]([N:1]2[CH2:6][CH2:5][CH2:4][CH2:3][C:2]2=[O:7])[CH2:9][CH2:10]1)=[O:17]. (4) Given the reactants FC(F)(F)C(O)=O.[C:8]([O:12][C:13](=[O:24])[CH2:14][C:15]1([OH:23])[CH:20]2[CH2:21][CH2:22][N:17]([CH2:18][CH2:19]2)[CH2:16]1)(C)(C)C, predict the reaction product. The product is: [CH3:8][O:12][C:13](=[O:24])[CH2:14][C:15]1([OH:23])[CH:20]2[CH2:21][CH2:22][N:17]([CH2:18][CH2:19]2)[CH2:16]1. (5) Given the reactants [Cl:1][C:2]1[CH:3]=[C:4]([NH2:8])[CH:5]=[CH:6][CH:7]=1.[C:9](#[N:12])[CH:10]=[CH2:11], predict the reaction product. The product is: [Cl:1][C:2]1[CH:3]=[C:4]([NH:8][CH2:11][CH2:10][C:9]#[N:12])[CH:5]=[CH:6][CH:7]=1.